This data is from TCR-epitope binding with 47,182 pairs between 192 epitopes and 23,139 TCRs. The task is: Binary Classification. Given a T-cell receptor sequence (or CDR3 region) and an epitope sequence, predict whether binding occurs between them. (1) The epitope is PROT_97E67BCC. The TCR CDR3 sequence is CASSQGLFSTDTQYF. Result: 0 (the TCR does not bind to the epitope). (2) The epitope is MPASWVMRI. Result: 0 (the TCR does not bind to the epitope). The TCR CDR3 sequence is CASRKTGGGTEAFF. (3) The epitope is FLPRVFSAV. The TCR CDR3 sequence is CASSEIGLSNTGELFF. Result: 1 (the TCR binds to the epitope). (4) The epitope is IPIQASLPF. Result: 1 (the TCR binds to the epitope). The TCR CDR3 sequence is CASSQDPGYEQYF. (5) The epitope is LLQTGIHVRVSQPSL. The TCR CDR3 sequence is CSASGREGHPDTQYF. Result: 1 (the TCR binds to the epitope). (6) The epitope is TVYDPLQPELDSFK. The TCR CDR3 sequence is CASSAGGGYTF. Result: 0 (the TCR does not bind to the epitope). (7) The epitope is KPLEFGATSAAL. The TCR CDR3 sequence is CASSLTSALSYNEQFF. Result: 1 (the TCR binds to the epitope). (8) The epitope is FSKQLQQSM. The TCR CDR3 sequence is CAISDFEAIYNEQFF. Result: 0 (the TCR does not bind to the epitope).